From a dataset of Full USPTO retrosynthesis dataset with 1.9M reactions from patents (1976-2016). Predict the reactants needed to synthesize the given product. (1) Given the product [Br:40][CH2:15][CH2:14][CH2:13][CH2:12][CH2:11][CH2:10][CH2:9][NH:8][C:6](=[O:7])[O:5][C:1]([CH3:4])([CH3:3])[CH3:2], predict the reactants needed to synthesize it. The reactants are: [C:1]([O:5][C:6]([NH:8][CH2:9][CH2:10][CH2:11][CH2:12][CH2:13][CH2:14][C:15](O)=O)=[O:7])([CH3:4])([CH3:3])[CH3:2].[OH-].[Na+].C1(P(C2C=CC=CC=2)C2C=CC=CC=2)C=CC=CC=1.C(Br)(Br)(Br)[Br:40]. (2) Given the product [Cl:1][C:2]1[CH:10]=[CH:9][C:5]([C:6]([N:16]2[CH2:21][CH2:20][C:19](=[O:22])[CH2:18][CH2:17]2)=[O:7])=[CH:4][C:3]=1[S:11]([Cl:14])(=[O:13])=[O:12], predict the reactants needed to synthesize it. The reactants are: [Cl:1][C:2]1[CH:10]=[CH:9][C:5]([C:6](Cl)=[O:7])=[CH:4][C:3]=1[S:11]([Cl:14])(=[O:13])=[O:12].Cl.[NH:16]1[CH2:21][CH2:20][C:19](=[O:22])[CH2:18][CH2:17]1. (3) Given the product [C:39]([N:26]1[CH2:27][CH2:28][N:23]([C:17]2[CH:18]=[CH:19][C:20]([Cl:22])=[CH:21][C:16]=2[CH:15]2[CH2:14][C:13](=[O:29])[NH:12][CH:11]([C:30]3[CH:35]=[C:34]([F:36])[CH:33]=[CH:32][C:31]=3[CH3:37])[C:10]32[C:5]2[C:6](=[CH:7][C:2]([Cl:1])=[CH:3][CH:4]=2)[NH:8][C:9]3=[O:38])[CH2:24][CH2:25]1)(=[O:41])[CH3:40], predict the reactants needed to synthesize it. The reactants are: [Cl:1][C:2]1[CH:7]=[C:6]2[NH:8][C:9](=[O:38])[C:10]3([CH:15]([C:16]4[CH:21]=[C:20]([Cl:22])[CH:19]=[CH:18][C:17]=4[N:23]4[CH2:28][CH2:27][NH:26][CH2:25][CH2:24]4)[CH2:14][C:13](=[O:29])[NH:12][CH:11]3[C:30]3[CH:35]=[C:34]([F:36])[CH:33]=[CH:32][C:31]=3[CH3:37])[C:5]2=[CH:4][CH:3]=1.[C:39](OC(=O)C)(=[O:41])[CH3:40].